Dataset: Full USPTO retrosynthesis dataset with 1.9M reactions from patents (1976-2016). Task: Predict the reactants needed to synthesize the given product. (1) Given the product [Cl:32][C:33]1[C:38]([C:15]2[CH:16]=[CH:17][C:12]([O:11][CH2:10][C:6]3[CH:5]=[C:4]([CH:9]=[CH:8][CH:7]=3)[C:3]([OH:2])=[O:19])=[CH:13][CH:14]=2)=[CH:37][CH:36]=[CH:35][N:34]=1, predict the reactants needed to synthesize it. The reactants are: C[O:2][C:3](=[O:19])[C:4]1[CH:9]=[CH:8][CH:7]=[C:6]([CH2:10][O:11][C:12]2[CH:17]=[CH:16][C:15](I)=[CH:14][CH:13]=2)[CH:5]=1.O1CCOCC1.C(=O)([O-])[O-].[K+].[K+].[Cl:32][C:33]1[C:38](B(O)O)=[CH:37][CH:36]=[CH:35][N:34]=1. (2) Given the product [F:1][C:2]1[C:10]2[CH2:9][CH2:8][CH2:7][CH2:6][C:5]=2[N:4]2[CH2:11][CH2:12][N:13]([C:16]3[C:17]([CH2:18][OH:19])=[C:20]([C:24]4[CH:29]=[C:28]([NH:30][C:31]5[CH:36]=[CH:35][CH:34]=[CH:33][N:32]=5)[C:27](=[O:37])[N:26]([CH3:38])[CH:25]=4)[CH:21]=[CH:22][N:23]=3)[C:14](=[O:15])[C:3]=12, predict the reactants needed to synthesize it. The reactants are: [F:1][C:2]1[C:10]2[CH2:9][CH2:8][CH2:7][CH2:6][C:5]=2[N:4]2[CH2:11][CH2:12][N:13]([C:16]3[N:23]=[CH:22][CH:21]=[C:20]([C:24]4[CH:29]=[C:28]([NH:30][C:31]5[CH:36]=[CH:35][CH:34]=[CH:33][N:32]=5)[C:27](=[O:37])[N:26]([CH3:38])[CH:25]=4)[C:17]=3[CH:18]=[O:19])[C:14](=[O:15])[C:3]=12.[BH4-].[Na+].